This data is from Forward reaction prediction with 1.9M reactions from USPTO patents (1976-2016). The task is: Predict the product of the given reaction. (1) Given the reactants [F:1][C:2]1[CH:7]=[CH:6][C:5]([C:8]2[C:12]([C:13]3[CH:14]=[CH:15][C:16]4[N:17]([CH:19]=[C:20]([NH:22]C(=O)C)[N:21]=4)[N:18]=3)=[C:11]([C:26]3[CH:31]=[CH:30][N:29]=[CH:28][CH:27]=3)[N:10]([CH3:32])[N:9]=2)=[CH:4][CH:3]=1.Cl.O1CCOCC1, predict the reaction product. The product is: [F:1][C:2]1[CH:7]=[CH:6][C:5]([C:8]2[C:12]([C:13]3[CH:14]=[CH:15][C:16]4[N:17]([CH:19]=[C:20]([NH2:22])[N:21]=4)[N:18]=3)=[C:11]([C:26]3[CH:31]=[CH:30][N:29]=[CH:28][CH:27]=3)[N:10]([CH3:32])[N:9]=2)=[CH:4][CH:3]=1. (2) Given the reactants [Cl:1][C:2]1[CH:3]=[C:4]([CH:21]=[CH:22][CH:23]=1)[CH2:5][NH:6][C:7]1[N:20]=[C:10]2[C:11]([O:18][CH3:19])=[CH:12][C:13]([C:15]([OH:17])=O)=[CH:14][N:9]2[N:8]=1.[CH3:24][CH:25]1[CH2:30][NH:29][CH:28]([CH:31]2[CH2:34][CH:33]([OH:35])[CH2:32]2)[CH2:27][O:26]1.C(N(CC)C(C)C)(C)C.CN(C(ON1N=NC2C=CC=NC1=2)=[N+](C)C)C.F[P-](F)(F)(F)(F)F, predict the reaction product. The product is: [Cl:1][C:2]1[CH:3]=[C:4]([CH:21]=[CH:22][CH:23]=1)[CH2:5][NH:6][C:7]1[N:20]=[C:10]2[C:11]([O:18][CH3:19])=[CH:12][C:13]([C:15]([N:29]3[CH:28]([CH:31]4[CH2:32][CH:33]([OH:35])[CH2:34]4)[CH2:27][O:26][CH:25]([CH3:24])[CH2:30]3)=[O:17])=[CH:14][N:9]2[N:8]=1. (3) Given the reactants [H-].[Na+].C1COCC1.[CH3:8][C:9]1[C:17]2[C:12](=[CH:13][C:14]([N+:18]([O-:20])=[O:19])=[CH:15][CH:16]=2)[NH:11][N:10]=1.[CH3:21][Si:22]([CH2:25][CH2:26][O:27][CH2:28]Cl)([CH3:24])[CH3:23], predict the reaction product. The product is: [CH3:8][C:9]1[C:17]2[C:12](=[CH:13][C:14]([N+:18]([O-:20])=[O:19])=[CH:15][CH:16]=2)[N:11]([CH2:28][O:27][CH2:26][CH2:25][Si:22]([CH3:24])([CH3:23])[CH3:21])[N:10]=1. (4) Given the reactants Br[C:2]1[CH:3]=[C:4]([CH:8]([C:19]2[CH:24]=[CH:23][CH:22]=[CH:21][C:20]=2[CH3:25])[CH2:9][C:10]([C:12]2[CH:17]=[CH:16][N:15]=[C:14]([CH3:18])[CH:13]=2)=[O:11])[CH:5]=[CH:6][CH:7]=1.[CH3:26][S:27]([C:30]1[CH:35]=[CH:34][C:33](B(O)O)=[CH:32][CH:31]=1)(=[O:29])=[O:28], predict the reaction product. The product is: [CH3:26][S:27]([C:30]1[CH:35]=[CH:34][C:33]([C:6]2[CH:7]=[CH:2][CH:3]=[C:4]([CH:8]([C:19]3[CH:24]=[CH:23][CH:22]=[CH:21][C:20]=3[CH3:25])[CH2:9][C:10]([C:12]3[CH:17]=[CH:16][N:15]=[C:14]([CH3:18])[CH:13]=3)=[O:11])[CH:5]=2)=[CH:32][CH:31]=1)(=[O:29])=[O:28]. (5) Given the reactants [NH2:1]/[C:2](=[N:12]\[OH:13])/[CH2:3][NH:4][C:5](=[O:11])[O:6][C:7]([CH3:10])([CH3:9])[CH3:8].[CH3:14][CH2:15]OC(C)=O.CC[O-].[Na+], predict the reaction product. The product is: [CH3:14][C:15]1[O:13][N:12]=[C:2]([CH2:3][NH:4][C:5](=[O:11])[O:6][C:7]([CH3:9])([CH3:8])[CH3:10])[N:1]=1.